From a dataset of Forward reaction prediction with 1.9M reactions from USPTO patents (1976-2016). Predict the product of the given reaction. (1) Given the reactants [F:1][CH:2]([F:32])[O:3][C:4]1[CH:9]=[CH:8][CH:7]=[CH:6][C:5]=1[CH2:10][S:11]([CH2:14][C@H:15]([NH:19][CH:20]([C:25]1[CH:30]=[CH:29][C:28]([F:31])=[CH:27][CH:26]=1)[C:21]([F:24])([F:23])[F:22])[C:16]([OH:18])=O)(=[O:13])=[O:12].Cl.[NH2:34][C:35]1([C:38]#[N:39])[CH2:37][CH2:36]1.CN(C(ON1N=NC2C=CC=NC1=2)=[N+](C)C)C.F[P-](F)(F)(F)(F)F.CCN(C(C)C)C(C)C, predict the reaction product. The product is: [C:38]([C:35]1([NH:34][C:16](=[O:18])[C@@H:15]([NH:19][C@@H:20]([C:25]2[CH:30]=[CH:29][C:28]([F:31])=[CH:27][CH:26]=2)[C:21]([F:23])([F:22])[F:24])[CH2:14][S:11]([CH2:10][C:5]2[CH:6]=[CH:7][CH:8]=[CH:9][C:4]=2[O:3][CH:2]([F:1])[F:32])(=[O:13])=[O:12])[CH2:37][CH2:36]1)#[N:39]. (2) Given the reactants [CH3:1][O:2][CH2:3][CH2:4][C:5]1([C:11]([O:13][C:14]([CH3:17])([CH3:16])[CH3:15])=[O:12])SCCCS1.O.BrN1C(=[O:25])CCC1=O, predict the reaction product. The product is: [CH3:1][O:2][CH2:3][CH2:4][C:5](=[O:25])[C:11]([O:13][C:14]([CH3:17])([CH3:16])[CH3:15])=[O:12]. (3) The product is: [F:10][C:11]1[CH:16]=[CH:15][CH:14]=[CH:13][C:12]=1[C:2]1[CH:9]=[CH:8][C:5]([CH:6]=[O:7])=[CH:4][N:3]=1. Given the reactants Br[C:2]1[CH:9]=[CH:8][C:5]([CH:6]=[O:7])=[CH:4][N:3]=1.[F:10][C:11]1[CH:16]=[CH:15][CH:14]=[CH:13][C:12]=1B(O)O.C([O-])([O-])=O.[Na+].[Na+].CN(C=O)C, predict the reaction product. (4) Given the reactants C[O:2][C:3]([C:5]1[CH:10]=[CH:9][C:8]([C:11]2[CH:16]=[C:15]([Cl:17])[C:14]([CH2:18][C@@H:19]3[CH2:23][CH2:22][N:21]([C@H:24]4[CH2:29][CH2:28][C@H:27]([O:30][Si:31]([CH:38]([CH3:40])[CH3:39])([CH:35]([CH3:37])[CH3:36])[CH:32]([CH3:34])[CH3:33])[CH2:26][CH2:25]4)[C:20]3=[O:41])=[C:13]([Cl:42])[CH:12]=2)=[CH:7][CH:6]=1)=[O:4], predict the reaction product. The product is: [Cl:17][C:15]1[CH:16]=[C:11]([C:8]2[CH:7]=[CH:6][C:5]([C:3]([OH:4])=[O:2])=[CH:10][CH:9]=2)[CH:12]=[C:13]([Cl:42])[C:14]=1[CH2:18][C@@H:19]1[CH2:23][CH2:22][N:21]([C@H:24]2[CH2:25][CH2:26][C@H:27]([O:30][Si:31]([CH:32]([CH3:33])[CH3:34])([CH:35]([CH3:36])[CH3:37])[CH:38]([CH3:40])[CH3:39])[CH2:28][CH2:29]2)[C:20]1=[O:41]. (5) Given the reactants [CH3:1][O:2][C:3]1[CH:12]=[C:11]2[C:6]([N:7]=[CH:8][C:9](=[O:34])[N:10]2[CH2:13][CH2:14][N:15]2[CH2:20][CH2:19][CH:18]([NH:21][CH2:22][C:23]3[CH:32]=[C:31]4[C:26]([CH2:27][CH2:28][C:29](=[O:33])[NH:30]4)=[CH:25][CH:24]=3)[CH2:17][CH2:16]2)=[CH:5][CH:4]=1.[ClH:35].C(OCC)(=O)C, predict the reaction product. The product is: [ClH:35].[CH3:1][O:2][C:3]1[CH:12]=[C:11]2[C:6]([N:7]=[CH:8][C:9](=[O:34])[N:10]2[CH2:13][CH2:14][N:15]2[CH2:16][CH2:17][CH:18]([NH:21][CH2:22][C:23]3[CH:32]=[C:31]4[C:26]([CH2:27][CH2:28][C:29](=[O:33])[NH:30]4)=[CH:25][CH:24]=3)[CH2:19][CH2:20]2)=[CH:5][CH:4]=1. (6) Given the reactants [C:1]([C:3]([C:17]#[N:18])=[C:4]([C:11]1[CH:16]=[CH:15][CH:14]=[CH:13][CH:12]=1)[CH2:5][CH2:6][CH2:7][C:8]([OH:10])=O)#[N:2].Cl.[CH3:20][NH:21][CH3:22].NC1C=CC=CC=1, predict the reaction product. The product is: [C:17]([C:3]([C:1]#[N:2])=[C:4]([C:11]1[CH:16]=[CH:15][CH:14]=[CH:13][CH:12]=1)[CH2:5][CH2:6][CH2:7][C:8]([N:21]([CH3:22])[CH3:20])=[O:10])#[N:18]. (7) Given the reactants CC([O-])(C)C.[K+].[F:7][C:8]([F:27])([F:26])[S:9](N(C1C=CC=CC=1)[S:9]([C:8]([F:27])([F:26])[F:7])(=[O:11])=[O:10])(=[O:11])=[O:10].[OH:28][C:29]1[CH:36]=[CH:35][C:32]([C:33]#[N:34])=[C:31]([S:37][CH3:38])[N:30]=1.O, predict the reaction product. The product is: [F:7][C:8]([F:27])([F:26])[S:9]([O:28][C:29]1[CH:36]=[CH:35][C:32]([C:33]#[N:34])=[C:31]([S:37][CH3:38])[N:30]=1)(=[O:11])=[O:10].